This data is from Reaction yield outcomes from USPTO patents with 853,638 reactions. The task is: Predict the reaction yield, written as a fraction of the theoretical maximum amount of product (1.0 means a 100% yield; for example, 0.34 means a 34% yield). (1) The reactants are [Br:1][C:2]1[CH:20]=[CH:19][C:5]([O:6][CH2:7][CH:8]2[CH2:11][N:10](C(OC(C)(C)C)=O)[CH2:9]2)=[CH:4][CH:3]=1.C(O)(C(F)(F)F)=O. The catalyst is C(Cl)Cl. The product is [Br:1][C:2]1[CH:3]=[CH:4][C:5]([O:6][CH2:7][CH:8]2[CH2:9][NH:10][CH2:11]2)=[CH:19][CH:20]=1. The yield is 1.00. (2) The reactants are [CH2:1]([N:3]([CH2:28][CH3:29])[CH2:4][CH2:5][O:6][C:7]1[CH:8]=[CH:9][C:10]2[C:14]3[CH:15]=[CH:16][C:17]([O:19][CH2:20][CH2:21][N:22]([CH2:25][CH3:26])[CH2:23][CH3:24])=[CH:18][C:13]=3[S:12][C:11]=2[CH:27]=1)[CH3:2].[ClH:30].O1CCOCC1. The catalyst is C(OCC)(=O)C.C(O)C. The product is [ClH:30].[ClH:30].[CH2:28]([N:3]([CH2:1][CH3:2])[CH2:4][CH2:5][O:6][C:7]1[CH:8]=[CH:9][C:10]2[C:14]3[CH:15]=[CH:16][C:17]([O:19][CH2:20][CH2:21][N:22]([CH2:25][CH3:26])[CH2:23][CH3:24])=[CH:18][C:13]=3[S:12][C:11]=2[CH:27]=1)[CH3:29]. The yield is 0.930. (3) The catalyst is C(O)(=O)C. The yield is 0.530. The product is [Cl:1][C:2]1[CH:3]=[CH:4][C:5]2[N:6]([C:10]([CH2:11][C:12]3[CH:13]=[C:14]4[C:19](=[CH:20][CH:21]=3)[N:18]=[CH:17][CH:16]=[CH:15]4)=[N:9][N:8]=2)[N:7]=1. The reactants are [Cl:1][C:2]1[N:7]=[N:6][C:5]([NH:8][NH:9][C:10](=O)[CH2:11][C:12]2[CH:13]=[C:14]3[C:19](=[CH:20][CH:21]=2)[N:18]=[CH:17][CH:16]=[CH:15]3)=[CH:4][CH:3]=1.